From a dataset of Reaction yield outcomes from USPTO patents with 853,638 reactions. Predict the reaction yield, written as a fraction of the theoretical maximum amount of product (1.0 means a 100% yield; for example, 0.34 means a 34% yield). (1) The yield is 0.530. The catalyst is CN(C=O)C.ClCCl. The reactants are [NH2:1][C:2]1[N:7]=[C:6]([NH2:8])[C:5]([OH:9])=[C:4]([CH2:10][CH3:11])[N:3]=1.O.[OH-].[Li+].S(O[CH2:20][CH2:21][CH2:22][O:23][C:24]1[C:33]2[C:28](=[CH:29][CH:30]=[CH:31][CH:32]=2)[N:27]=[CH:26][CH:25]=1)(=O)(=O)C. The product is [NH2:1][C:2]1[N:7]=[C:6]([NH2:8])[C:5]([O:9][CH2:20][CH2:21][CH2:22][O:23][C:24]2[C:33]3[C:28](=[CH:29][CH:30]=[CH:31][CH:32]=3)[N:27]=[CH:26][CH:25]=2)=[C:4]([CH2:10][CH3:11])[N:3]=1. (2) The reactants are [CH2:1]([OH:4])[C:2]#[CH:3].I[C:6]1[CH:11]=[CH:10][C:9]([CH3:12])=[CH:8][CH:7]=1.C(N(CC)CC)C. The catalyst is C1COCC1.Cl[Pd](Cl)([P](C1C=CC=CC=1)(C1C=CC=CC=1)C1C=CC=CC=1)[P](C1C=CC=CC=1)(C1C=CC=CC=1)C1C=CC=CC=1.[Cu](I)I. The product is [C:9]1([CH3:12])[CH:10]=[CH:11][C:6]([C:3]#[C:2][CH2:1][OH:4])=[CH:7][CH:8]=1. The yield is 0.700. (3) The reactants are C[O:2][C:3]([C:5]1[CH:15]=[CH:14][C:8]2[O:9][C:10]([F:13])([F:12])[O:11][C:7]=2[CH:6]=1)=O.[H-].[Al+3].[Li+].[H-].[H-].[H-].O.[OH-].[Na+]. The catalyst is O1CCCC1. The product is [F:13][C:10]1([F:12])[O:9][C:8]2[CH:14]=[CH:15][C:5]([CH2:3][OH:2])=[CH:6][C:7]=2[O:11]1. The yield is 0.760. (4) The reactants are [N:1]([CH:4]1[CH:9]=[C:8]([C:10]2[CH:15]=[CH:14][N:13]=[CH:12][C:11]=2[N+:16]([O-:18])=[O:17])[CH2:7][CH:6]([CH3:19])[CH:5]1[OH:20])=[N+]=[N-].CP(C)C.CCO.[CH3:28][C:29]([O:32][C:33](O[C:33]([O:32][C:29]([CH3:31])([CH3:30])[CH3:28])=[O:34])=[O:34])([CH3:31])[CH3:30]. The catalyst is N1C=CC=CC=1.[OH-].[NH4+].C(OCC)(=O)C.O. The product is [OH:20][CH:5]1[CH:4]([NH:1][C:33](=[O:34])[O:32][C:29]([CH3:31])([CH3:30])[CH3:28])[CH:9]=[C:8]([C:10]2[CH:15]=[CH:14][N:13]=[CH:12][C:11]=2[N+:16]([O-:18])=[O:17])[CH2:7][CH:6]1[CH3:19]. The yield is 0.590. (5) The reactants are C([O:3][C:4](=[O:25])[C:5]([CH2:14][C:15]1[C:23]2[C:18](=[C:19]([F:24])[CH:20]=[CH:21][CH:22]=2)[NH:17][CH:16]=1)([NH:11]C=O)C(OCC)=O)C.[OH-].[Na+].C(O)(=O)C. The catalyst is C1COCC1. The product is [F:24][C:19]1[CH:20]=[CH:21][CH:22]=[C:23]2[C:18]=1[NH:17][CH:16]=[C:15]2[CH2:14][C@@H:5]([C:4]([OH:25])=[O:3])[NH2:11]. The yield is 0.520. (6) The reactants are [Br:1][CH2:2][C:3](=O)[C:4]([F:7])([F:6])[F:5].Cl.[NH2:10][OH:11]. The catalyst is C(Cl)(Cl)Cl.O. The product is [Br:1][CH2:2][C:3](=[N:10][OH:11])[C:4]([F:7])([F:6])[F:5]. The yield is 0.557. (7) The reactants are [OH:1][C:2]1[CH:7]=[CH:6][C:5]([CH2:8][C:9]([O:11][CH3:12])=[O:10])=[CH:4][C:3]=1[N+:13]([O-:15])=[O:14].[C:16]([O-])([O-])=O.[K+].[K+].CI. No catalyst specified. The product is [CH3:16][O:1][C:2]1[CH:7]=[CH:6][C:5]([CH2:8][C:9]([O:11][CH3:12])=[O:10])=[CH:4][C:3]=1[N+:13]([O-:15])=[O:14]. The yield is 0.960.